Dataset: Full USPTO retrosynthesis dataset with 1.9M reactions from patents (1976-2016). Task: Predict the reactants needed to synthesize the given product. (1) Given the product [CH2:11]=[CH:12][C:13]1[CH:18]=[CH:17][CH:16]=[CH:15][CH:14]=1.[C:2]([OH:7])(=[O:6])[C:3]([CH3:5])=[CH2:4].[Na:1].[C:19]([OH:24])(=[O:23])[C:20]([CH3:22])=[CH2:21].[CH2:9]1[O:10][CH2:8]1, predict the reactants needed to synthesize it. The reactants are: [Na:1].[C:2]([OH:7])(=[O:6])[C:3]([CH3:5])=[CH2:4].[CH2:8]1[O:10][CH2:9]1.[CH2:11]=[CH:12][C:13]1[CH:18]=[CH:17][CH:16]=[CH:15][CH:14]=1.[C:19]([OH:24])(=[O:23])[C:20]([CH3:22])=[CH2:21].S(OOS([O-])(=O)=O)([O-])(=O)=O.[NH4+].[NH4+]. (2) Given the product [NH2:30][C@@H:18]([CH2:19][C:20]1[CH:21]=[CH:22][C:23]([C:26]([F:27])([F:28])[F:29])=[CH:24][CH:25]=1)[CH2:17][NH:16][C:14]1[S:15][C:11]([C:7]2[CH:8]=[C:9]3[C:4](=[CH:5][CH:6]=2)[NH:3][C:2](=[O:1])[CH2:10]3)=[N:12][N:13]=1, predict the reactants needed to synthesize it. The reactants are: [O:1]=[C:2]1[CH2:10][C:9]2[C:4](=[CH:5][CH:6]=[C:7]([C:11]3[S:15][C:14]([NH:16][CH2:17][C@@H:18]([NH:30]C(=O)OC(C)(C)C)[CH2:19][C:20]4[CH:25]=[CH:24][C:23]([C:26]([F:29])([F:28])[F:27])=[CH:22][CH:21]=4)=[N:13][N:12]=3)[CH:8]=2)[NH:3]1.C(O)(C(F)(F)F)=O.